Dataset: Forward reaction prediction with 1.9M reactions from USPTO patents (1976-2016). Task: Predict the product of the given reaction. (1) Given the reactants [CH2:1]([O:3][C:4](=[O:28])[CH2:5][CH2:6][CH2:7][CH2:8][CH2:9][C:10](=[O:27])[NH:11][CH:12]([C:20]([O:22]C(C)(C)C)=[O:21])C(OC(C)(C)C)=O)[CH3:2].F[C:30](F)(F)[C:31]([OH:33])=[O:32], predict the reaction product. The product is: [CH2:1]([O:3][C:4](=[O:28])[CH2:5][CH2:6][CH2:7][CH2:8][CH2:9][C:10](=[O:27])[N:11]([CH2:12][C:20]([OH:22])=[O:21])[CH2:30][C:31]([OH:33])=[O:32])[CH3:2]. (2) Given the reactants Br[C:2]1[N:7]=[C:6]2[CH:8]=[CH:9][C:10]([CH3:13])([CH3:12])[O:11][C:5]2=[CH:4][CH:3]=1.[Li]CCCC.CN([CH:22]=[O:23])C.O, predict the reaction product. The product is: [CH3:12][C:10]1([CH3:13])[O:11][C:5]2[C:6](=[N:7][C:2]([CH:22]=[O:23])=[CH:3][CH:4]=2)[CH:8]=[CH:9]1. (3) Given the reactants [Br:1][C:2]1[CH:3]=[C:4]2[C:9](=[CH:10][CH:11]=1)[N:8]=[CH:7][C:6]([C:12]([CH:14]1[CH2:16][CH2:15]1)=[O:13])=[C:5]2Cl.[N:18]1([CH2:23][CH:24]2[CH2:29][CH2:28][NH:27][CH2:26][CH2:25]2)[CH2:22][CH2:21][CH2:20][CH2:19]1, predict the reaction product. The product is: [Br:1][C:2]1[CH:3]=[C:4]2[C:9](=[CH:10][CH:11]=1)[N:8]=[CH:7][C:6]([C:12]([CH:14]1[CH2:16][CH2:15]1)=[O:13])=[C:5]2[N:27]1[CH2:26][CH2:25][CH:24]([CH2:23][N:18]2[CH2:22][CH2:21][CH2:20][CH2:19]2)[CH2:29][CH2:28]1. (4) Given the reactants C(OC([N:8]1[CH2:12][CH2:11][C@H:10]([O:13][C:14]2[N:32]=[CH:31][C:17]3[O:18][CH2:19][CH2:20][N:21]([C:22]4[CH:23]=[N:24][C:25]([O:29][CH3:30])=[C:26]([CH3:28])[CH:27]=4)[C:16]=3[CH:15]=2)[CH2:9]1)=O)(C)(C)C.C(O)(C(F)(F)F)=O.C([O-])([O-])=O.[Na+].[Na+], predict the reaction product. The product is: [CH3:30][O:29][C:25]1[N:24]=[CH:23][C:22]([N:21]2[CH2:20][CH2:19][O:18][C:17]3[CH:31]=[N:32][C:14]([O:13][C@H:10]4[CH2:11][CH2:12][NH:8][CH2:9]4)=[CH:15][C:16]2=3)=[CH:27][C:26]=1[CH3:28]. (5) The product is: [N:1]([CH2:4][C@@H:5]([NH2:13])[CH2:6][C:7]1[CH:12]=[CH:11][CH:10]=[CH:9][CH:8]=1)=[N+:2]=[N-:3]. Given the reactants [N:1]([CH2:4][C@@H:5]([NH:13]C(=O)OC(C)(C)C)[CH2:6][C:7]1[CH:12]=[CH:11][CH:10]=[CH:9][CH:8]=1)=[N+:2]=[N-:3].O1CCOCC1, predict the reaction product.